Task: Regression. Given two drug SMILES strings and cell line genomic features, predict the synergy score measuring deviation from expected non-interaction effect.. Dataset: NCI-60 drug combinations with 297,098 pairs across 59 cell lines (1) Drug 1: CS(=O)(=O)CCNCC1=CC=C(O1)C2=CC3=C(C=C2)N=CN=C3NC4=CC(=C(C=C4)OCC5=CC(=CC=C5)F)Cl. Drug 2: CS(=O)(=O)OCCCCOS(=O)(=O)C. Cell line: NCI-H522. Synergy scores: CSS=35.0, Synergy_ZIP=-12.0, Synergy_Bliss=-4.39, Synergy_Loewe=-11.7, Synergy_HSA=-1.04. (2) Drug 1: C1CC(=O)NC(=O)C1N2CC3=C(C2=O)C=CC=C3N. Drug 2: CCCCC(=O)OCC(=O)C1(CC(C2=C(C1)C(=C3C(=C2O)C(=O)C4=C(C3=O)C=CC=C4OC)O)OC5CC(C(C(O5)C)O)NC(=O)C(F)(F)F)O. Cell line: OVCAR-5. Synergy scores: CSS=2.29, Synergy_ZIP=3.10, Synergy_Bliss=-1.87, Synergy_Loewe=-1.44, Synergy_HSA=-1.43. (3) Drug 1: CC(CN1CC(=O)NC(=O)C1)N2CC(=O)NC(=O)C2. Drug 2: C1=C(C(=O)NC(=O)N1)F. Cell line: U251. Synergy scores: CSS=53.0, Synergy_ZIP=-7.12, Synergy_Bliss=-7.98, Synergy_Loewe=-5.99, Synergy_HSA=-2.93. (4) Drug 1: CC12CCC3C(C1CCC2=O)CC(=C)C4=CC(=O)C=CC34C. Drug 2: CC(C1=C(C=CC(=C1Cl)F)Cl)OC2=C(N=CC(=C2)C3=CN(N=C3)C4CCNCC4)N. Cell line: CAKI-1. Synergy scores: CSS=8.87, Synergy_ZIP=-7.34, Synergy_Bliss=-7.03, Synergy_Loewe=-11.9, Synergy_HSA=-5.26. (5) Drug 1: CNC(=O)C1=NC=CC(=C1)OC2=CC=C(C=C2)NC(=O)NC3=CC(=C(C=C3)Cl)C(F)(F)F. Cell line: DU-145. Synergy scores: CSS=-0.791, Synergy_ZIP=6.30, Synergy_Bliss=4.14, Synergy_Loewe=-0.531, Synergy_HSA=-2.51. Drug 2: C1C(C(OC1N2C=NC3=C2NC=NCC3O)CO)O. (6) Drug 1: CC1CCC2CC(C(=CC=CC=CC(CC(C(=O)C(C(C(=CC(C(=O)CC(OC(=O)C3CCCCN3C(=O)C(=O)C1(O2)O)C(C)CC4CCC(C(C4)OC)OCCO)C)C)O)OC)C)C)C)OC. Drug 2: COC1=C2C(=CC3=C1OC=C3)C=CC(=O)O2. Cell line: LOX IMVI. Synergy scores: CSS=1.94, Synergy_ZIP=-2.64, Synergy_Bliss=-1.07, Synergy_Loewe=-26.8, Synergy_HSA=-5.36. (7) Drug 1: CC1OCC2C(O1)C(C(C(O2)OC3C4COC(=O)C4C(C5=CC6=C(C=C35)OCO6)C7=CC(=C(C(=C7)OC)O)OC)O)O. Drug 2: CS(=O)(=O)CCNCC1=CC=C(O1)C2=CC3=C(C=C2)N=CN=C3NC4=CC(=C(C=C4)OCC5=CC(=CC=C5)F)Cl. Cell line: MALME-3M. Synergy scores: CSS=14.4, Synergy_ZIP=-5.21, Synergy_Bliss=3.30, Synergy_Loewe=-7.16, Synergy_HSA=1.07.